From a dataset of Peptide-MHC class II binding affinity with 134,281 pairs from IEDB. Regression. Given a peptide amino acid sequence and an MHC pseudo amino acid sequence, predict their binding affinity value. This is MHC class II binding data. The peptide sequence is NDVSTYASGKVWGQK. The MHC is DRB1_1302 with pseudo-sequence DRB1_1302. The binding affinity (normalized) is 0.317.